From a dataset of Catalyst prediction with 721,799 reactions and 888 catalyst types from USPTO. Predict which catalyst facilitates the given reaction. Reactant: C(O)(=O)C.[CH3:5][S:6]([C:9]1[CH:14]=[C:13]([CH:15]2[CH2:20][CH2:19][NH:18][CH2:17][CH2:16]2)[CH:12]=[CH:11][C:10]=1[NH2:21])(=[O:8])=[O:7].[C:22]([O:26][C:27](=O)[O:28]C(C)(C)C)([CH3:25])([CH3:24])[CH3:23].C(=O)([O-])[O-].[Na+].[Na+]. Product: [C:22]([O:26][C:27]([N:18]1[CH2:17][CH2:16][CH:15]([C:13]2[CH:12]=[CH:11][C:10]([NH2:21])=[C:9]([S:6]([CH3:5])(=[O:8])=[O:7])[CH:14]=2)[CH2:20][CH2:19]1)=[O:28])([CH3:25])([CH3:24])[CH3:23]. The catalyst class is: 4.